Task: Regression/Classification. Given a drug SMILES string, predict its absorption, distribution, metabolism, or excretion properties. Task type varies by dataset: regression for continuous measurements (e.g., permeability, clearance, half-life) or binary classification for categorical outcomes (e.g., BBB penetration, CYP inhibition). For this dataset (ppbr_az), we predict Y.. Dataset: Plasma protein binding rate (PPBR) regression data from AstraZeneca (1) The molecule is CC(C)(C)OC(=O)N[C@H](Cc1ccccc1C(F)(F)F)C(=O)NCc1nc2cccnc2n1Cc1ccccc1. The Y is 98.9 %. (2) The molecule is Cc1cn([C@H]2CCCN([C@@H](CC(C)C)c3ccc(C(=O)O)c(Oc4cccc(Cl)c4)c3)C2)c(=O)[nH]c1=O. The Y is 98.9 %. (3) The compound is CNCCC(Oc1ccccc1OC)c1ccccc1. The Y is 51.7 %. (4) The compound is NC(=O)c1cnc(N[C@H]2CCCNC2)c2cc(-c3ccc(F)cc3)sc12. The Y is 97.4 %. (5) The molecule is c1ccc2[nH]c(CCCc3nc4ccccc4[nH]3)nc2c1. The Y is 99.7 %. (6) The molecule is O=C(Nc1c(Cl)cncc1Cl)c1ccc(OC(F)F)c(OCC2CC2)c1. The Y is 99.5 %. (7) The molecule is CC(C)S(=O)(=O)N(C)c1cc(C(=O)N[C@@H](Cc2ccccc2)[C@@H](N)CF)cc(NC[C@H]2C[C@@H]2C)n1. The Y is 95.5 %. (8) The drug is O=C(O)c1cn(C2CC2)c2cc(N3CCNCC3)c(F)cc2c1=O. The Y is 34.4 %. (9) The compound is CN(C)S(=O)(=O)NC(=O)CCCc1c(-c2ccc(F)cc2)[nH]c2ccc(C#N)cc12. The Y is 99.6 %. (10) The molecule is COc1ccc(OC)c(CNC(=O)c2cccnc2Oc2ccccc2)c1. The Y is 99.8 %.